From a dataset of Reaction yield outcomes from USPTO patents with 853,638 reactions. Predict the reaction yield, written as a fraction of the theoretical maximum amount of product (1.0 means a 100% yield; for example, 0.34 means a 34% yield). (1) The reactants are C(OC([NH:8][CH2:9][CH2:10][NH:11][C:12](=O)[CH2:13][CH2:14][CH2:15][CH2:16][C:17]1[CH:22]=[CH:21][CH:20]=[CH:19][CH:18]=1)=O)(C)(C)C.[C:24]1([CH2:30][CH2:31]CCC(O)=O)[CH:29]=[CH:28][CH:27]=[CH:26][CH:25]=1.C[CH2:38][N:39]=C=NCCCN(C)C.OC1C2N=[N:55][NH:54][C:53]=2C=CC=1.C(NCCN)(OC(C)(C)C)=O. The catalyst is CN(C)C=O. The product is [CH:38]1[C:25]2[C:24](=[CH:29][C:28]([C:53]3[N:11]([CH2:10][CH2:9][NH2:8])[C:12]([CH2:13][CH2:14][CH2:15][CH2:16][C:17]4[CH:18]=[CH:19][CH:20]=[CH:21][CH:22]=4)=[N:55][N:54]=3)=[CH:27][CH:26]=2)[CH:30]=[CH:31][N:39]=1. The yield is 0.730. (2) The reactants are F.F.F.C(N(CC)CC)C.C(N(CC)CC)C.[Si]([O:35][CH2:36][C@H:37]1[O:41][C@@H:40]([N:42]2[CH:49]=[C:48]([CH3:50])[C:46](=[O:47])[NH:45][C:43]2=[O:44])[C@H:39]([O:51][CH2:52][CH2:53][O:54][N:55]([CH3:57])[CH3:56])[C@@H:38]1[OH:58])(C(C)(C)C)(C1C=CC=CC=1)C1C=CC=CC=1.CO. The catalyst is C1COCC1.C(Cl)Cl. The product is [CH3:56][N:55]([CH3:57])[O:54][CH2:53][CH2:52][O:51][C@@H:39]1[C@H:38]([OH:58])[C@@H:37]([CH2:36][OH:35])[O:41][C@H:40]1[N:42]1[CH:49]=[C:48]([CH3:50])[C:46](=[O:47])[NH:45][C:43]1=[O:44]. The yield is 0.925. (3) The reactants are Br[C:2]1[CH:3]=[N:4][CH:5]=[CH:6][CH:7]=1.[CH2:8]([NH2:14])[CH2:9][CH2:10][CH2:11][CH2:12][CH3:13]. No catalyst specified. The product is [CH2:8]([NH:14][C:2]1[CH:3]=[N:4][CH:5]=[CH:6][CH:7]=1)[CH2:9][CH2:10][CH2:11][CH2:12][CH3:13]. The yield is 0.820. (4) The yield is 0.880. The reactants are [NH:1]([C:8]([NH:10][CH2:11][CH2:12][N:13]1[C:21]2[CH:20]=[CH:19][CH:18]=[CH:17][C:16]=2[C:15]2[CH2:22][CH2:23][N:24](C(OC(C)(C)C)=O)[CH2:25][CH2:26][C:14]1=2)=[O:9])[C:2]1[CH:7]=[CH:6][CH:5]=[CH:4][CH:3]=1.C(C(O)=O)(F)(F)F.C(Cl)[Cl:42]. No catalyst specified. The product is [ClH:42].[C:2]1([NH:1][C:8]([NH:10][CH2:11][CH2:12][N:13]2[C:21]3[CH:20]=[CH:19][CH:18]=[CH:17][C:16]=3[C:15]3[CH2:22][CH2:23][NH:24][CH2:25][CH2:26][C:14]2=3)=[O:9])[CH:7]=[CH:6][CH:5]=[CH:4][CH:3]=1. (5) The reactants are [B:1](OC(C)C)([O:6]C(C)C)[O:2]C(C)C.[CH2:14]([O:21][C:22]1[CH:27]=[CH:26][C:25](Br)=[C:24]([CH:29]=[CH2:30])[CH:23]=1)[C:15]1[CH:20]=[CH:19][CH:18]=[CH:17][CH:16]=1.C([Li])CCC.Cl. The catalyst is C1COCC1.O. The product is [CH2:14]([O:21][C:22]1[CH:27]=[CH:26][C:25]([B:1]([OH:6])[OH:2])=[C:24]([CH:29]=[CH2:30])[CH:23]=1)[C:15]1[CH:20]=[CH:19][CH:18]=[CH:17][CH:16]=1. The yield is 0.570. (6) The reactants are C(OC([N:11]1[C:16]2[CH:17]=[C:18]([Cl:34])[CH:19]=[C:20]([N:21]3[CH2:26][CH2:25][N:24]([C:27]([O:29][C:30]([CH3:33])([CH3:32])[CH3:31])=[O:28])[CH2:23][CH2:22]3)[C:15]=2[O:14][CH2:13][CH2:12]1)=O)C1C=CC=CC=1. The catalyst is C(O)C.[Pd]. The product is [C:30]([O:29][C:27]([N:24]1[CH2:23][CH2:22][N:21]([C:20]2[C:15]3[O:14][CH2:13][CH2:12][NH:11][C:16]=3[CH:17]=[C:18]([Cl:34])[CH:19]=2)[CH2:26][CH2:25]1)=[O:28])([CH3:33])([CH3:31])[CH3:32]. The yield is 0.710.